Dataset: NCI-60 drug combinations with 297,098 pairs across 59 cell lines. Task: Regression. Given two drug SMILES strings and cell line genomic features, predict the synergy score measuring deviation from expected non-interaction effect. (1) Drug 1: CC12CCC3C(C1CCC2=O)CC(=C)C4=CC(=O)C=CC34C. Drug 2: CC12CCC3C(C1CCC2OP(=O)(O)O)CCC4=C3C=CC(=C4)OC(=O)N(CCCl)CCCl.[Na+]. Cell line: SK-OV-3. Synergy scores: CSS=1.99, Synergy_ZIP=-10.7, Synergy_Bliss=-19.5, Synergy_Loewe=-25.7, Synergy_HSA=-19.6. (2) Drug 1: C1=NC(=NC(=O)N1C2C(C(C(O2)CO)O)O)N. Drug 2: COCCOC1=C(C=C2C(=C1)C(=NC=N2)NC3=CC=CC(=C3)C#C)OCCOC.Cl. Cell line: RPMI-8226. Synergy scores: CSS=60.6, Synergy_ZIP=-1.32, Synergy_Bliss=-2.11, Synergy_Loewe=-17.8, Synergy_HSA=-1.84. (3) Drug 1: C1CCC(C1)C(CC#N)N2C=C(C=N2)C3=C4C=CNC4=NC=N3. Drug 2: N.N.Cl[Pt+2]Cl. Cell line: HT29. Synergy scores: CSS=5.20, Synergy_ZIP=3.27, Synergy_Bliss=9.25, Synergy_Loewe=2.78, Synergy_HSA=3.97. (4) Drug 1: CC1=C(C(=O)C2=C(C1=O)N3CC4C(C3(C2COC(=O)N)OC)N4)N. Drug 2: CC1C(C(CC(O1)OC2CC(CC3=C2C(=C4C(=C3O)C(=O)C5=C(C4=O)C(=CC=C5)OC)O)(C(=O)CO)O)N)O.Cl. Cell line: CAKI-1. Synergy scores: CSS=49.0, Synergy_ZIP=-4.41, Synergy_Bliss=-0.518, Synergy_Loewe=3.08, Synergy_HSA=4.71. (5) Drug 1: C1=NC2=C(N1)C(=S)N=C(N2)N. Drug 2: CC(C)(C#N)C1=CC(=CC(=C1)CN2C=NC=N2)C(C)(C)C#N. Cell line: SNB-19. Synergy scores: CSS=0.101, Synergy_ZIP=-2.08, Synergy_Bliss=-5.33, Synergy_Loewe=-5.46, Synergy_HSA=-5.76. (6) Drug 1: C1CCC(C1)C(CC#N)N2C=C(C=N2)C3=C4C=CNC4=NC=N3. Drug 2: CC1=C(C=C(C=C1)NC(=O)C2=CC=C(C=C2)CN3CCN(CC3)C)NC4=NC=CC(=N4)C5=CN=CC=C5. Cell line: HCC-2998. Synergy scores: CSS=-10.3, Synergy_ZIP=4.20, Synergy_Bliss=-0.455, Synergy_Loewe=-2.06, Synergy_HSA=-7.53. (7) Drug 1: C1=NC(=NC(=O)N1C2C(C(C(O2)CO)O)O)N. Drug 2: C(CC(=O)O)C(=O)CN.Cl. Cell line: SF-539. Synergy scores: CSS=15.9, Synergy_ZIP=-5.86, Synergy_Bliss=-5.46, Synergy_Loewe=-13.5, Synergy_HSA=-3.68.